This data is from Full USPTO retrosynthesis dataset with 1.9M reactions from patents (1976-2016). The task is: Predict the reactants needed to synthesize the given product. (1) Given the product [Br:1][C:2]1[CH:3]=[N:4][CH:5]=[C:6]([CH:10]=1)[CH2:7][Cl:13], predict the reactants needed to synthesize it. The reactants are: [Br:1][C:2]1[CH:3]=[N:4][CH:5]=[C:6]([CH:10]=1)[C:7](O)=O.S(Cl)([Cl:13])=O. (2) The reactants are: [N+:1]([C:4]1[CH:25]=[CH:24][C:7]([O:8][C:9]2[CH:14]=[CH:13][N:12]=[C:11]([NH:15][C:16]([N:18]3[CH2:23][CH2:22][O:21][CH2:20][CH2:19]3)=[O:17])[CH:10]=2)=[CH:6][CH:5]=1)([O-])=O.[Cl-].[NH4+].C(OCC)(=O)C.O1CCCC1.CCCCCC. Given the product [NH2:1][C:4]1[CH:25]=[CH:24][C:7]([O:8][C:9]2[CH:14]=[CH:13][N:12]=[C:11]([NH:15][C:16]([N:18]3[CH2:19][CH2:20][O:21][CH2:22][CH2:23]3)=[O:17])[CH:10]=2)=[CH:6][CH:5]=1, predict the reactants needed to synthesize it. (3) Given the product [CH3:20][N:21]([CH3:26])[S:22]([NH:19][C:15]1[CH:14]=[CH:13][CH:12]=[C:11]2[C:16]=1[CH:17]=[CH:18][C:9]([NH:8][CH2:7][C:5]1[O:6][C:2]([CH3:1])=[CH:3][CH:4]=1)=[N:10]2)(=[O:24])=[O:23], predict the reactants needed to synthesize it. The reactants are: [CH3:1][C:2]1[O:6][C:5]([CH2:7][NH:8][C:9]2[CH:18]=[CH:17][C:16]3[C:15]([NH2:19])=[CH:14][CH:13]=[CH:12][C:11]=3[N:10]=2)=[CH:4][CH:3]=1.[CH3:20][N:21]([CH3:26])[S:22](Cl)(=[O:24])=[O:23]. (4) Given the product [O:20]1[C:21]2[C:16](=[CH:15][C:14]([C:10]3[C:5]([C:6]([O:8][CH3:9])=[O:7])=[C:4]([CH3:24])[N:3]=[C:2]4[NH:1][CH:25]=[CH:12][C:11]=34)=[CH:23][CH:22]=2)[CH2:17][CH2:18][CH2:19]1, predict the reactants needed to synthesize it. The reactants are: [NH2:1][C:2]1[C:11]([CH:12]=O)=[C:10]([C:14]2[CH:15]=[C:16]3[C:21](=[CH:22][CH:23]=2)[O:20][CH2:19][CH2:18][CH2:17]3)[C:5]([C:6]([O:8][CH3:9])=[O:7])=[C:4]([CH3:24])[N:3]=1.[C:25](=O)([O-])[O-].[Cs+].[Cs+].[Si](C=[N+]=[N-])(C)(C)C. (5) Given the product [CH3:13][O:12][C:11]1[CH:10]=[C:6]2[C:5](=[CH:4][C:3]=1[O:2][CH3:1])[N:14]=[CH:16][NH:17][C:7]2=[O:8], predict the reactants needed to synthesize it. The reactants are: [CH3:1][O:2][C:3]1[CH:4]=[C:5]([NH2:14])[C:6](=[CH:10][C:11]=1[O:12][CH3:13])[C:7](O)=[O:8].Cl.[CH:16](N)=[NH:17]. (6) The reactants are: [NH2:1][CH2:2][CH2:3][S:4][C:5]1[N:6]=[CH:7][N:8]2[CH:12]=[C:11]([C:13]3[C@H:14]([CH3:27])[C@@H:15]4[C@@H:22]([C@H:23]([OH:25])[CH3:24])[C:21](=[O:26])[N:16]4[C:17]=3[C:18]([O-:20])=[O:19])[S:10][C:9]=12.[Na+:28].Cl.C(O[C:33](=[NH:35])[CH3:34])C. Given the product [C:33]([NH:1][CH2:2][CH2:3][S:4][C:5]1[N:6]=[CH:7][N:8]2[CH:12]=[C:11]([C:13]3[C@H:14]([CH3:27])[C@@H:15]4[C@@H:22]([C@H:23]([OH:25])[CH3:24])[C:21](=[O:26])[N:16]4[C:17]=3[C:18]([O-:20])=[O:19])[S:10][C:9]=12)(=[NH:35])[CH3:34].[Na+:28], predict the reactants needed to synthesize it.